This data is from Forward reaction prediction with 1.9M reactions from USPTO patents (1976-2016). The task is: Predict the product of the given reaction. (1) The product is: [Cl:8][C:6]1[CH:5]=[CH:4][C:3]([CH3:9])=[C:2]([CH:7]=1)[C:24]([C@@H:26]1[CH2:31][CH2:30][CH2:29][N:28]([C:32]([O:34][C:35]([CH3:38])([CH3:37])[CH3:36])=[O:33])[CH2:27]1)=[O:25]. Given the reactants Br[C:2]1[CH:7]=[C:6]([Cl:8])[CH:5]=[CH:4][C:3]=1[CH3:9].[Li]CCCC.CCCCCC.CON(C)[C:24]([C@@H:26]1[CH2:31][CH2:30][CH2:29][N:28]([C:32]([O:34][C:35]([CH3:38])([CH3:37])[CH3:36])=[O:33])[CH2:27]1)=[O:25], predict the reaction product. (2) Given the reactants [C:1]([O:5][C:6]([NH:8][CH2:9][C:10]1[C:19]([C:20]([O:22]CC)=[O:21])=[CH:18][C:17]2[C:12](=[CH:13][CH:14]=[CH:15][C:16]=2[F:25])[N:11]=1)=[O:7])([CH3:4])([CH3:3])[CH3:2].CO.O.[OH-].[Li+], predict the reaction product. The product is: [C:1]([O:5][C:6]([NH:8][CH2:9][C:10]1[C:19]([C:20]([OH:22])=[O:21])=[CH:18][C:17]2[C:12](=[CH:13][CH:14]=[CH:15][C:16]=2[F:25])[N:11]=1)=[O:7])([CH3:4])([CH3:2])[CH3:3]. (3) Given the reactants Br[C:2]1[C:3]([N:11]([CH2:13][CH2:14][O:15][CH3:16])[CH3:12])=[N:4][CH:5]=[C:6]([CH:10]=1)[C:7]([OH:9])=[O:8].[Cl:17][C:18]1[CH:23]=[CH:22][C:21](B(O)O)=[CH:20][CH:19]=1, predict the reaction product. The product is: [Cl:17][C:18]1[CH:23]=[CH:22][C:21]([C:2]2[C:3]([N:11]([CH2:13][CH2:14][O:15][CH3:16])[CH3:12])=[N:4][CH:5]=[C:6]([CH:10]=2)[C:7]([OH:9])=[O:8])=[CH:20][CH:19]=1. (4) Given the reactants [CH2:1]([C:5]1[CH:10]=[CH:9][C:8]([N:11]=[N:12][C:13]2[CH:18]=[CH:17][C:16]([OH:19])=[CH:15][CH:14]=2)=[CH:7][CH:6]=1)[CH2:2][CH2:3][CH3:4].[C:20](=O)([O-])[O-].[K+].[K+], predict the reaction product. The product is: [CH2:1]([C:5]1[CH:10]=[CH:9][C:8]([N:11]=[N:12][C:13]2[CH:14]=[CH:15][C:16]([O:19][CH3:20])=[CH:17][CH:18]=2)=[CH:7][CH:6]=1)[CH2:2][CH2:3][CH3:4].